From a dataset of Catalyst prediction with 721,799 reactions and 888 catalyst types from USPTO. Predict which catalyst facilitates the given reaction. (1) Reactant: [Cl:1][C:2]1[CH:10]=[CH:9][C:8]([Br:11])=[CH:7][C:3]=1[C:4]([OH:6])=O.CCN=C=NCCCN(C)C.C1C=CC2N(O)N=NC=2C=1.[Cl:33][C:34]1[CH:39]=[CH:38][CH:37]=[CH:36][C:35]=1[CH2:40][CH2:41][NH2:42].C(N(CC)CC)C. Product: [Br:11][C:8]1[CH:9]=[CH:10][C:2]([Cl:1])=[C:3]([CH:7]=1)[C:4]([NH:42][CH2:41][CH2:40][C:35]1[CH:36]=[CH:37][CH:38]=[CH:39][C:34]=1[Cl:33])=[O:6]. The catalyst class is: 39. (2) Reactant: [CH3:1][C:2]([C:5]1[NH:27][C:8]2=[N:9][CH:10]=[CH:11][C:12]([C:13]3[CH:14]=[N:15][C:16]([S:19]([N:22]4[CH2:26][CH2:25][CH2:24][CH2:23]4)(=[O:21])=[O:20])=[CH:17][CH:18]=3)=[C:7]2[CH:6]=1)([CH3:4])[CH3:3].[S:28](=[O:32])(=[O:31])([OH:30])[OH:29]. Product: [S:28]([OH:32])([OH:31])(=[O:30])=[O:29].[CH3:4][C:2]([C:5]1[NH:27][C:8]2=[N:9][CH:10]=[CH:11][C:12]([C:13]3[CH:14]=[N:15][C:16]([S:19]([N:22]4[CH2:26][CH2:25][CH2:24][CH2:23]4)(=[O:20])=[O:21])=[CH:17][CH:18]=3)=[C:7]2[CH:6]=1)([CH3:1])[CH3:3]. The catalyst class is: 5. (3) Reactant: [Cl:1][C:2]1[CH:9]=[CH:8][C:5]([C:6]#[N:7])=[C:4]([O:10][C:11]2[CH:16]=[CH:15][CH:14]=[C:13]([CH:17]=O)[C:12]=2[O:19][CH2:20][CH2:21][F:22])[CH:3]=1.CN.[C:25]([BH3-])#[N:26].[Na+].[C:29]([OH:36])(=[O:35])/[CH:30]=[CH:31]/[C:32]([OH:34])=[O:33]. Product: [C:29]([OH:36])(=[O:35])/[CH:30]=[CH:31]/[C:32]([OH:34])=[O:33].[Cl:1][C:2]1[CH:9]=[CH:8][C:5]([C:6]#[N:7])=[C:4]([O:10][C:11]2[CH:16]=[CH:15][CH:14]=[C:13]([CH2:17][NH:26][CH3:25])[C:12]=2[O:19][CH2:20][CH2:21][F:22])[CH:3]=1. The catalyst class is: 404. (4) Reactant: C[O:2][C:3]1[CH:4]=[C:5]2[C:13](=[CH:14][CH:15]=1)[C:12]1[O:11][C:10]([C:16]3[O:20][N:19]=[C:18]([C:21]4[CH:26]=[CH:25][CH:24]=[CH:23][CH:22]=4)[C:17]=3[C:27]([F:30])([F:29])[F:28])=[N:9][C:8]=1[CH2:7][CH2:6]2.B(Br)(Br)Br. Product: [C:21]1([C:18]2[C:17]([C:27]([F:30])([F:29])[F:28])=[C:16]([C:10]3[O:11][C:12]4[C:13]5[C:5](=[CH:4][C:3]([OH:2])=[CH:15][CH:14]=5)[CH2:6][CH2:7][C:8]=4[N:9]=3)[O:20][N:19]=2)[CH:26]=[CH:25][CH:24]=[CH:23][CH:22]=1. The catalyst class is: 4. (5) The catalyst class is: 2. Reactant: FC(F)(F)C(O)=O.[NH:8]1[CH2:13][CH2:12][O:11][CH:10]([CH2:14][OH:15])[CH2:9]1.C(N(CC)CC)C.[Si:23](Cl)([C:26]([CH3:29])([CH3:28])[CH3:27])([CH3:25])[CH3:24]. Product: [Si:23]([O:15][CH2:14][CH:10]1[O:11][CH2:12][CH2:13][NH:8][CH2:9]1)([C:26]([CH3:29])([CH3:28])[CH3:27])([CH3:25])[CH3:24]. (6) The catalyst class is: 8. Reactant: [Cl:1][C:2]1[CH:7]=[C:6](/[N:8]=[C:9](/[NH:12][C:13]#[N:14])\SC)[CH:5]=[C:4]([Cl:15])[C:3]=1[C:16]1[CH2:21][CH2:20][N:19]([C:22]([O:24][C:25]([CH3:28])([CH3:27])[CH3:26])=[O:23])[CH2:18][CH:17]=1.[NH2:29][NH2:30]. Product: [NH2:14][C:13]1[NH:30][N:29]=[C:9]([NH:8][C:6]2[CH:7]=[C:2]([Cl:1])[C:3]([C:16]3[CH2:21][CH2:20][N:19]([C:22]([O:24][C:25]([CH3:28])([CH3:27])[CH3:26])=[O:23])[CH2:18][CH:17]=3)=[C:4]([Cl:15])[CH:5]=2)[N:12]=1.